From a dataset of Reaction yield outcomes from USPTO patents with 853,638 reactions. Predict the reaction yield, written as a fraction of the theoretical maximum amount of product (1.0 means a 100% yield; for example, 0.34 means a 34% yield). (1) The reactants are [I:1][C:2]1[CH:3]=[C:4]2[C:8](=[CH:9][CH:10]=1)[NH:7][C:6](=[O:11])[C:5]2=O.C(O)(C(F)(F)F)=O.[CH3:20][O:21][C:22](=[O:45])[CH2:23][CH2:24][C:25]([NH:27][C:28]1[CH:44]=[CH:43][C:31]([C:32]([NH:34][NH:35]C(OC(C)(C)C)=O)=[O:33])=[CH:30][CH:29]=1)=[O:26]. The catalyst is C(O)(=O)C. The product is [I:1][C:2]1[CH:3]=[C:4]2[C:8](=[CH:9][CH:10]=1)[NH:7][C:6](=[O:11])[C:5]2=[N:35][NH:34][C:32]([C:31]1[CH:30]=[CH:29][C:28]([NH:27][C:25](=[O:26])[CH2:24][CH2:23][C:22]([O:21][CH3:20])=[O:45])=[CH:44][CH:43]=1)=[O:33]. The yield is 0.920. (2) The reactants are Cl.Cl.[N:3]1([C:9]([C@@H:11]2[CH2:16][CH2:15][CH2:14][N:13]([CH:17]3[CH2:22][CH2:21][NH:20][CH2:19][CH2:18]3)[CH2:12]2)=[O:10])[CH2:8][CH2:7][O:6][CH2:5][CH2:4]1.[Br:23][C:24]1[S:28][C:27]([NH:29][C:30]([O:32][C:33]([CH3:36])([CH3:35])[CH3:34])=[O:31])=[C:26]([C:37](O)=[O:38])[CH:25]=1. No catalyst specified. The product is [Br:23][C:24]1[S:28][C:27]([NH:29][C:30](=[O:31])[O:32][C:33]([CH3:34])([CH3:35])[CH3:36])=[C:26]([C:37]([N:20]2[CH2:21][CH2:22][CH:17]([N:13]3[CH2:14][CH2:15][CH2:16][C@@H:11]([C:9]([N:3]4[CH2:8][CH2:7][O:6][CH2:5][CH2:4]4)=[O:10])[CH2:12]3)[CH2:18][CH2:19]2)=[O:38])[CH:25]=1. The yield is 0.983. (3) The reactants are [Cl:1][C:2]1[CH:3]=[CH:4][C:5]([F:11])=[C:6]([CH:10]=1)[C:7]([OH:9])=[O:8].[C:12](Cl)(=O)C(Cl)=O.CO. The catalyst is ClCCl.CN(C)C=O. The product is [Cl:1][C:2]1[CH:3]=[CH:4][C:5]([F:11])=[C:6]([CH:10]=1)[C:7]([O:9][CH3:12])=[O:8]. The yield is 0.920. (4) The reactants are [C:1]([C:4]1[C:31](=[O:32])[C@@:8]2([CH3:33])[C:9]3[C:15]([O:16][CH2:17][CH3:18])=[CH:14][C:13]([O:19][CH3:20])=[C:12]([C:21]([O:23]CC4C=CC=CC=4)=[O:22])[C:10]=3[O:11][C:7]2=[CH:6][C:5]=1[OH:34])(=[O:3])[CH3:2].[H][H]. The catalyst is C(OCC)(=O)C.[Pd]. The product is [C:1]([C:4]1[C:31](=[O:32])[C@@:8]2([CH3:33])[C:9]3[C:15]([O:16][CH2:17][CH3:18])=[CH:14][C:13]([O:19][CH3:20])=[C:12]([C:21]([OH:23])=[O:22])[C:10]=3[O:11][C:7]2=[CH:6][C:5]=1[OH:34])(=[O:3])[CH3:2]. The yield is 0.990. (5) The reactants are [Br:1][C:2]1[C:3](Cl)=[N:4][C:5](Cl)=[N:6][CH:7]=1.[Si:10]([O:17][CH:18]([CH2:24][CH2:25][CH2:26][CH:27]=[CH2:28])[CH2:19][CH2:20][CH2:21][CH2:22][NH2:23])([C:13]([CH3:16])([CH3:15])[CH3:14])([CH3:12])[CH3:11].CCN(C(C)C)C(C)C.[CH2:38]([NH2:42])[CH2:39][CH:40]=[CH2:41]. The catalyst is C(O)(C)C.CS(C)=O.CCOCC. The product is [Br:1][C:2]1[C:3]([NH:23][CH2:22][CH2:21][CH2:20][CH2:19][CH:18]([O:17][Si:10]([C:13]([CH3:15])([CH3:16])[CH3:14])([CH3:12])[CH3:11])[CH2:24][CH2:25][CH2:26][CH:27]=[CH2:28])=[N:4][C:5]([NH:42][CH2:38][CH2:39][CH:40]=[CH2:41])=[N:6][CH:7]=1. The yield is 0.890.